From a dataset of Peptide-MHC class I binding affinity with 185,985 pairs from IEDB/IMGT. Regression. Given a peptide amino acid sequence and an MHC pseudo amino acid sequence, predict their binding affinity value. This is MHC class I binding data. (1) The peptide sequence is SEINNLNLT. The MHC is HLA-B44:02 with pseudo-sequence HLA-B44:02. The binding affinity (normalized) is 0.0847. (2) The peptide sequence is LYAVTTAVL. The MHC is HLA-A80:01 with pseudo-sequence HLA-A80:01. The binding affinity (normalized) is 0.0847. (3) The peptide sequence is ILFDRLPIA. The MHC is HLA-B15:42 with pseudo-sequence HLA-B15:42. The binding affinity (normalized) is 0.364. (4) The MHC is HLA-A11:01 with pseudo-sequence HLA-A11:01. The peptide sequence is EIITGNKVK. The binding affinity (normalized) is 0.345. (5) The peptide sequence is FTMRHKKATY. The MHC is Mamu-A02 with pseudo-sequence Mamu-A02. The binding affinity (normalized) is 1.00. (6) The peptide sequence is YRVRNVQTL. The MHC is HLA-A69:01 with pseudo-sequence HLA-A69:01. The binding affinity (normalized) is 0.0847.